Dataset: Experimentally validated miRNA-target interactions with 360,000+ pairs, plus equal number of negative samples. Task: Binary Classification. Given a miRNA mature sequence and a target amino acid sequence, predict their likelihood of interaction. The miRNA is hsa-miR-340-5p with sequence UUAUAAAGCAAUGAGACUGAUU. The protein sequence of the target gene is MAHLKRLVKLHIKRHYHKKFWKLGAVIFFFIIVLVLMQREVSVQYSKEESRMERNMKNKNKMLDLMLEAVNNIKDAMPKMQIGAPVRQNIDAGERPCLQGYYTAAELKPVLDRPPQDSNAPGASGKAFKTTNLSVEEQKEKERGEAKHCFNAFASDRISLHRDLGPDTRPPECIEQKFKRCPPLPTTSVIIVFHNEAWSTLLRTVHSVLYSSPAILLKEIILVDDASVDEYLHDKLDEYVKQFSIVKIVRQRERKGLITARLLGATVATAETLTFLDAHCECFYGWLEPLLARIAENYTA.... Result: 1 (interaction).